Dataset: Catalyst prediction with 721,799 reactions and 888 catalyst types from USPTO. Task: Predict which catalyst facilitates the given reaction. (1) Reactant: [NH:1]1[CH2:4][CH:3]([C:5]([OH:7])=[O:6])[CH2:2]1.Cl[C:9]([O:11][CH2:12][C:13]1[CH:18]=[CH:17][CH:16]=[CH:15][CH:14]=1)=[O:10].Cl. Product: [CH2:12]([O:11][C:9]([N:1]1[CH2:4][CH:3]([C:5]([OH:7])=[O:6])[CH2:2]1)=[O:10])[C:13]1[CH:18]=[CH:17][CH:16]=[CH:15][CH:14]=1. The catalyst class is: 74. (2) Reactant: C([Li])CCC.[Cl:6][C:7]1[N:12]=[CH:11][C:10]([NH:13][C:14](=[O:20])[O:15][C:16]([CH3:19])([CH3:18])[CH3:17])=[CH:9][CH:8]=1.CN(C)CCN(C)C.[I:29]I.[Cl-].[NH4+]. Product: [Cl:6][C:7]1[N:12]=[CH:11][C:10]([NH:13][C:14](=[O:20])[O:15][C:16]([CH3:17])([CH3:19])[CH3:18])=[C:9]([I:29])[CH:8]=1. The catalyst class is: 28. (3) Reactant: [Br:1][C:2]1[CH:3]=[N:4][CH:5]=[C:6]([CH2:8][S:9][CH3:10])[CH:7]=1.ClC1C=C(C=CC=1)C(OO)=[O:16]. Product: [Br:1][C:2]1[CH:3]=[N:4][CH:5]=[C:6]([CH2:8][S:9]([CH3:10])=[O:16])[CH:7]=1. The catalyst class is: 22. (4) Reactant: Cl[CH2:2][C:3]([C:5]1[CH:10]=[CH:9][CH:8]=[C:7]([C:11]([F:14])([F:13])[F:12])[C:6]=1[F:15])=O.[NH2:16][C:17]([NH2:19])=[S:18]. Product: [F:15][C:6]1[C:7]([C:11]([F:14])([F:13])[F:12])=[CH:8][CH:9]=[CH:10][C:5]=1[C:3]1[N:16]=[C:17]([NH2:19])[S:18][CH:2]=1. The catalyst class is: 8. (5) Reactant: [CH2:1]([N:3]([CH2:36][CH3:37])[CH2:4][CH2:5][N:6]1[CH:10]=[C:9]([C:11]2[CH2:15][CH2:14][C@:13]([C:28]3[CH:33]=[CH:32][CH:31]=[C:30]([F:34])[C:29]=3[CH3:35])([C:16]([O:18]CC3C=CC(OC)=CC=3)=[O:17])[CH:12]=2)[CH:8]=[N:7]1)[CH3:2].C([O-])=O.[NH4+]. Product: [CH2:36]([N:3]([CH2:1][CH3:2])[CH2:4][CH2:5][N:6]1[CH:10]=[C:9]([C@@H:11]2[CH2:15][CH2:14][C@:13]([C:28]3[CH:33]=[CH:32][CH:31]=[C:30]([F:34])[C:29]=3[CH3:35])([C:16]([OH:18])=[O:17])[CH2:12]2)[CH:8]=[N:7]1)[CH3:37]. The catalyst class is: 19. (6) Reactant: [OH:1][N:2]=[C:3]([Cl:17])[C@H:4]1[C@H:8]([CH2:9][O:10][CH3:11])[O:7][C:6]2([CH2:16][CH2:15][CH2:14][CH2:13][CH2:12]2)[O:5]1.[CH3:18][S:19](Cl)(=[O:21])=[O:20].C(N(CC)CC)C. Product: [CH3:11][O:10][CH2:9][C@@H:8]1[O:7][C:6]2([CH2:16][CH2:15][CH2:14][CH2:13][CH2:12]2)[O:5][C@H:4]1[C:3]([Cl:17])=[N:2][O:1][S:19]([CH3:18])(=[O:21])=[O:20]. The catalyst class is: 28.